This data is from Catalyst prediction with 721,799 reactions and 888 catalyst types from USPTO. The task is: Predict which catalyst facilitates the given reaction. (1) The catalyst class is: 755. Product: [C:39]([C:38]1[CH:41]=[C:42]([C:2]2[S:6][C:5]([NH:7][CH2:8][C@@H:9]([NH:21][C:22](=[O:28])[O:23][C:24]([CH3:26])([CH3:25])[CH3:27])[CH2:10][C:11]3[CH:12]=[CH:13][C:14]([C:17]([F:18])([F:19])[F:20])=[CH:15][CH:16]=3)=[N:4][CH:3]=2)[CH:43]=[CH:44][C:37]=1[F:36])#[N:40]. Reactant: Br[C:2]1[S:6][C:5]([N:7](C(OC(C)(C)C)=O)[CH2:8][C@@H:9]([NH:21][C:22](=[O:28])[O:23][C:24]([CH3:27])([CH3:26])[CH3:25])[CH2:10][C:11]2[CH:16]=[CH:15][C:14]([C:17]([F:20])([F:19])[F:18])=[CH:13][CH:12]=2)=[N:4][CH:3]=1.[F:36][C:37]1[CH:44]=[CH:43][C:42](B2OC(C)(C)C(C)(C)O2)=[CH:41][C:38]=1[C:39]#[N:40].C(=O)([O-])[O-].[Na+].[Na+].O. (2) Reactant: [C:1]1([C:7]2[N:8]=[C:9]([CH:18]3[CH2:23][CH2:22][N:21](C(OC(C)(C)C)=O)[CH2:20][CH2:19]3)[O:10][C:11]=2[C:12]2[CH:17]=[CH:16][CH:15]=[CH:14][CH:13]=2)[CH:6]=[CH:5][CH:4]=[CH:3][CH:2]=1.FC(F)(F)C(O)=O. Product: [C:1]1([C:7]2[N:8]=[C:9]([CH:18]3[CH2:23][CH2:22][NH:21][CH2:20][CH2:19]3)[O:10][C:11]=2[C:12]2[CH:17]=[CH:16][CH:15]=[CH:14][CH:13]=2)[CH:2]=[CH:3][CH:4]=[CH:5][CH:6]=1. The catalyst class is: 4. (3) Reactant: [Br:1][C:2]1[CH:3]=[C:4]2[C:8](=[CH:9][CH:10]=1)[NH:7][N:6]=[CH:5]2.[H-].[Na+].CS(O[CH:18]1[CH2:23][CH2:22][N:21]([C:24]([O:26][C:27]([CH3:30])([CH3:29])[CH3:28])=[O:25])[CH2:20][CH2:19]1)(=O)=O. Product: [Br:1][C:2]1[CH:3]=[C:4]2[C:8](=[CH:9][CH:10]=1)[N:7]([CH:18]1[CH2:23][CH2:22][N:21]([C:24]([O:26][C:27]([CH3:30])([CH3:29])[CH3:28])=[O:25])[CH2:20][CH2:19]1)[N:6]=[CH:5]2. The catalyst class is: 3. (4) Reactant: Cl[C:2]1[C:7]([C:8]([O:10][CH2:11][CH3:12])=[O:9])=[CH:6][N:5]=[C:4]([S:13][CH3:14])[N:3]=1.[CH3:15][NH2:16]. Product: [CH3:15][NH:16][C:2]1[C:7]([C:8]([O:10][CH2:11][CH3:12])=[O:9])=[CH:6][N:5]=[C:4]([S:13][CH3:14])[N:3]=1. The catalyst class is: 7. (5) Reactant: [NH2:1][CH:2]([C:4]1[N:5]=[C:6]2[S:21][CH:20]=[CH:19][N:7]2[C:8](=[O:18])[C:9]=1[C:10]1[CH:15]=[C:14]([F:16])[CH:13]=[C:12]([F:17])[CH:11]=1)[CH3:3].Br[C:23]1[N:31]=[CH:30][N:29]=[C:28]2[C:24]=1[N:25]=[CH:26][NH:27]2.C(N(CC)C(C)C)(C)C. Product: [F:17][C:12]1[CH:11]=[C:10]([C:9]2[C:8](=[O:18])[N:7]3[CH:19]=[CH:20][S:21][C:6]3=[N:5][C:4]=2[CH:2]([NH:1][C:23]2[N:31]=[CH:30][N:29]=[C:28]3[C:24]=2[N:25]=[CH:26][NH:27]3)[CH3:3])[CH:15]=[C:14]([F:16])[CH:13]=1. The catalyst class is: 8.